This data is from Reaction yield outcomes from USPTO patents with 853,638 reactions. The task is: Predict the reaction yield, written as a fraction of the theoretical maximum amount of product (1.0 means a 100% yield; for example, 0.34 means a 34% yield). (1) The reactants are [OH:1][C:2]1[N:7]([C:8]2[CH:13]=[CH:12][CH:11]=[C:10]([C:14]([F:17])([F:16])[F:15])[CH:9]=2)[N:6]=[C:5]([C:18]2[N:22]([C:23]3[CH:28]=[CH:27][CH:26]=[CH:25][CH:24]=3)[N:21]=[CH:20][CH:19]=2)[C:4](=[O:29])[CH:3]=1.[CH3:30][Si](C=[N+]=[N-])(C)C. The catalyst is CO. The product is [CH3:30][O:1][C:2]1[N:7]([C:8]2[CH:13]=[CH:12][CH:11]=[C:10]([C:14]([F:15])([F:17])[F:16])[CH:9]=2)[N:6]=[C:5]([C:18]2[N:22]([C:23]3[CH:24]=[CH:25][CH:26]=[CH:27][CH:28]=3)[N:21]=[CH:20][CH:19]=2)[C:4](=[O:29])[CH:3]=1. The yield is 0.100. (2) The reactants are [C:1]([C:4]1[O:5][CH:6]=[CH:7][CH:8]=1)(=[O:3])[CH3:2].CO[CH:11](OC)[N:12]([CH3:14])[CH3:13]. No catalyst specified. The product is [CH3:11][N:12]([CH3:14])[CH:13]=[CH:2][C:1]([C:4]1[O:5][CH:6]=[CH:7][CH:8]=1)=[O:3]. The yield is 0.970. (3) The reactants are [Cl:1][C:2]1[N:7]=[C:6]([C:8]2[N:9]([C:18]([O:20][C:21]([CH3:24])([CH3:23])[CH3:22])=[O:19])[C:10]3[C:15]([CH:16]=2)=[C:14]([F:17])[CH:13]=[CH:12][CH:11]=3)[CH:5]=[C:4](Cl)[N:3]=1.[F:26][C:27]1[CH:32]=[CH:31][C:30]([C:33]2[O:34][C:35]3[CH:45]=[C:44]([N:46]([CH3:51])[S:47]([CH3:50])(=[O:49])=[O:48])[C:43](B4OC(C)(C)C(C)(C)O4)=[CH:42][C:36]=3[C:37]=2[C:38]([NH:40][CH3:41])=[O:39])=[CH:29][CH:28]=1.[O-]P([O-])([O-])=O.[K+].[K+].[K+]. The catalyst is O1CCOCC1.C1C=CC(P(C2C=CC=CC=2)[C-]2C=CC=C2)=CC=1.C1C=CC(P(C2C=CC=CC=2)[C-]2C=CC=C2)=CC=1.Cl[Pd]Cl.[Fe+2]. The product is [Cl:1][C:2]1[N:7]=[C:6]([C:8]2[N:9]([C:18]([O:20][C:21]([CH3:24])([CH3:23])[CH3:22])=[O:19])[C:10]3[C:15]([CH:16]=2)=[C:14]([F:17])[CH:13]=[CH:12][CH:11]=3)[CH:5]=[C:4]([C:43]2[C:44]([N:46]([CH3:51])[S:47]([CH3:50])(=[O:49])=[O:48])=[CH:45][C:35]3[O:34][C:33]([C:30]4[CH:31]=[CH:32][C:27]([F:26])=[CH:28][CH:29]=4)=[C:37]([C:38](=[O:39])[NH:40][CH3:41])[C:36]=3[CH:42]=2)[N:3]=1. The yield is 0.961. (4) The reactants are I[C:2]1[CH:3]=[N:4][NH:5][CH:6]=1.C([Li])CCC.[F:12][C:13]1([F:20])[CH2:18][CH2:17][C:16](=[O:19])[CH2:15][CH2:14]1. The catalyst is C1COCC1. The product is [F:12][C:13]1([F:20])[CH2:18][CH2:17][C:16]([C:2]2[CH:3]=[N:4][NH:5][CH:6]=2)([OH:19])[CH2:15][CH2:14]1. The yield is 0.550.